This data is from Forward reaction prediction with 1.9M reactions from USPTO patents (1976-2016). The task is: Predict the product of the given reaction. (1) Given the reactants [NH2:1][C:2]1[N:10]=[CH:9][N:8]=[C:7]2[C:3]=1[N:4]=[CH:5][N:6]2[C@H:11]1[C@@H:15]2[O:16][C:17]([CH3:20])([CH3:19])[O:18][C@@H:14]2[C@@H:13]([CH2:21][N:22]([CH:37]([CH3:39])[CH3:38])[CH2:23][CH2:24][CH2:25][N:26]2C(=O)C3C(=CC=CC=3)C2=O)[O:12]1.NN.O, predict the reaction product. The product is: [NH2:1][C:2]1[N:10]=[CH:9][N:8]=[C:7]2[C:3]=1[N:4]=[CH:5][N:6]2[C@H:11]1[C@@H:15]2[O:16][C:17]([CH3:19])([CH3:20])[O:18][C@@H:14]2[C@@H:13]([CH2:21][N:22]([CH:37]([CH3:39])[CH3:38])[CH2:23][CH2:24][CH2:25][NH2:26])[O:12]1. (2) Given the reactants [C:1]12([NH:11][C:12](=[O:15])[CH2:13]Cl)[CH2:10][CH:5]3[CH2:6][CH:7]([CH2:9][CH:3]([CH2:4]3)[CH2:2]1)[CH2:8]2.[CH2:16]([N:23]1[CH2:28][CH2:27][NH:26][CH2:25][CH2:24]1)[C:17]1[CH:22]=[CH:21][CH:20]=[CH:19][CH:18]=1, predict the reaction product. The product is: [C:1]12([NH:11][C:12](=[O:15])[CH2:13][N:26]3[CH2:27][CH2:28][N:23]([CH2:16][C:17]4[CH:18]=[CH:19][CH:20]=[CH:21][CH:22]=4)[CH2:24][CH2:25]3)[CH2:10][CH:5]3[CH2:6][CH:7]([CH2:9][CH:3]([CH2:4]3)[CH2:2]1)[CH2:8]2. (3) Given the reactants [Cl:1][C:2]1[CH:3]=[C:4]([C:23]#[C:24][CH2:25][N:26]2[CH2:31][CH2:30][N:29]([CH3:32])[CH2:28][CH2:27]2)[CH:5]=[C:6]2[C:10]=1[C:9](=[O:11])[N:8]([CH2:12][C:13]1[CH:18]=[CH:17][C:16]([C:19]([F:22])([F:21])[F:20])=[CH:15][CH:14]=1)[CH2:7]2.[H][H].C(Cl)(Cl)Cl.CO, predict the reaction product. The product is: [Cl:1][C:2]1[CH:3]=[C:4]([CH2:23][CH2:24][CH2:25][N:26]2[CH2:31][CH2:30][N:29]([CH3:32])[CH2:28][CH2:27]2)[CH:5]=[C:6]2[C:10]=1[C:9](=[O:11])[N:8]([CH2:12][C:13]1[CH:14]=[CH:15][C:16]([C:19]([F:21])([F:20])[F:22])=[CH:17][CH:18]=1)[CH2:7]2. (4) Given the reactants Br[CH2:2][C:3]1[CH:4]=[C:5]2[C:10](=[CH:11][CH:12]=1)[N:9]=[C:8]([Cl:13])[CH:7]=[C:6]2[CH3:14].[OH-:15].[Na+].[CH3:17]O, predict the reaction product. The product is: [Cl:13][C:8]1[CH:7]=[C:6]([CH3:14])[C:5]2[C:10](=[CH:11][CH:12]=[C:3]([CH2:2][O:15][CH3:17])[CH:4]=2)[N:9]=1. (5) Given the reactants C(Cl)(=O)C(Cl)=O.CS(C)=O.[I:11][C:12]1[CH:13]=[C:14]([CH:23]=[CH:24][CH:25]=1)[CH2:15][C:16]1[CH:17]=[C:18]([CH2:21][OH:22])[S:19][CH:20]=1.C(N(CC)CC)C.C([O-])(O)=O.[Na+], predict the reaction product. The product is: [I:11][C:12]1[CH:13]=[C:14]([CH:23]=[CH:24][CH:25]=1)[CH2:15][C:16]1[CH:17]=[C:18]([CH:21]=[O:22])[S:19][CH:20]=1.